Dataset: Full USPTO retrosynthesis dataset with 1.9M reactions from patents (1976-2016). Task: Predict the reactants needed to synthesize the given product. (1) Given the product [C:26]([C:7]1[CH:20]=[CH:19][C:18]2[C:13]3[C:12](=[CH:17][CH:16]=[CH:15][CH:14]=3)[CH:11]=[CH:10][C:9]=2[CH:8]=1)([OH:21])=[O:2], predict the reactants needed to synthesize it. The reactants are: Br[O-:2].[Na+].C([C:7]1[CH:20]=[CH:19][C:18]2[C:17]3[C:12](=[CH:13][CH:14]=[CH:15][CH:16]=3)[CH:11]=[CH:10][C:9]=2[CH:8]=1)(=O)C.[O:21]1[CH2:26]COCC1. (2) Given the product [ClH:13].[CH3:8][C:7]1[C:2]([NH:1][C:14]2[N:19]=[C:18]([C:20]3[CH:25]=[CH:24][CH:23]=[CH:22][CH:21]=3)[CH:17]=[CH:16][N:15]=2)=[CH:3][C:4]([NH2:9])=[CH:5][CH:6]=1, predict the reactants needed to synthesize it. The reactants are: [NH2:1][C:2]1[CH:3]=[C:4]([NH:9]C(=O)C)[CH:5]=[CH:6][C:7]=1[CH3:8].[Cl:13][C:14]1[N:19]=[C:18]([C:20]2[CH:25]=[CH:24][CH:23]=[CH:22][CH:21]=2)[CH:17]=[CH:16][N:15]=1.O. (3) The reactants are: CO[C:3]([C:5]1[N:6]([CH2:31][CH:32]=O)[CH:7]=[C:8]([C:20](=[O:30])[NH:21][CH2:22][C:23]2[CH:28]=[CH:27][C:26]([F:29])=[CH:25][CH:24]=2)[C:9](=[O:19])[C:10]=1[O:11][CH2:12][C:13]1[CH:18]=[CH:17][CH:16]=[CH:15][CH:14]=1)=[O:4].[NH2:34][C@@H:35]([CH3:45])[CH2:36][CH2:37][NH:38][CH:39]1[CH2:44][CH2:43][S:42][CH2:41][CH2:40]1.C(O)(=O)C. Given the product [F:29][C:26]1[CH:25]=[CH:24][C:23]([CH2:22][NH:21][C:20]([C:8]2[C:9](=[O:19])[C:10]([O:11][CH2:12][C:13]3[CH:18]=[CH:17][CH:16]=[CH:15][CH:14]=3)=[C:5]3[C:3](=[O:4])[N:34]4[C@@H:35]([CH3:45])[CH2:36][CH2:37][N:38]([CH:39]5[CH2:44][CH2:43][S:42][CH2:41][CH2:40]5)[C@@H:32]4[CH2:31][N:6]3[CH:7]=2)=[O:30])=[CH:28][CH:27]=1, predict the reactants needed to synthesize it. (4) The reactants are: [F:1][C:2]1[CH:3]=[C:4]2[C:8](=[CH:9][CH:10]=1)[N:7]([CH3:11])[CH:6]=[C:5]2[C:12]1[C:13](=[O:29])[NH:14][C:15](=[O:28])[C:16]=1[C:17]1[C:21]2[CH:22]=[CH:23][C:24]([CH2:26][OH:27])=[CH:25][C:20]=2[O:19][CH:18]=1.[H-].[Na+].[CH3:32]I. Given the product [F:1][C:2]1[CH:3]=[C:4]2[C:8](=[CH:9][CH:10]=1)[N:7]([CH3:11])[CH:6]=[C:5]2[C:12]1[C:13](=[O:29])[N:14]([CH3:32])[C:15](=[O:28])[C:16]=1[C:17]1[C:21]2[CH:22]=[CH:23][C:24]([CH2:26][OH:27])=[CH:25][C:20]=2[O:19][CH:18]=1, predict the reactants needed to synthesize it.